Predict the reaction yield, written as a fraction of the theoretical maximum amount of product (1.0 means a 100% yield; for example, 0.34 means a 34% yield). From a dataset of Reaction yield outcomes from USPTO patents with 853,638 reactions. (1) The reactants are [CH2:1]([O:8][N:9]1[C:15](=[O:16])[N:14]2[CH2:17][C@H:10]1[CH2:11][CH2:12][C@@H:13]2[C:18]([OH:20])=O)[C:2]1[CH:7]=[CH:6][CH:5]=[CH:4][CH:3]=1.CCN=C=NCCCN(C)C.Cl.[CH:33]1[CH:34]=[CH:35][C:36]2N(O)[N:40]=[N:39][C:37]=2C=1.[C:43]([O:47][C:48]([N:50]([C:52]([C@@H]1CCCNC1)=O)N)=[O:49])([CH3:46])([CH3:45])[CH3:44].CN(C)C=[O:63]. No catalyst specified. The product is [C:43]([O:47][C:48]([N:50]1[CH2:33][CH2:34][CH2:35][C@@H:36]([C:37]([NH:39][NH:40][C:18]([C@H:13]2[CH2:12][CH2:11][C@@H:10]3[CH2:17][N:14]2[C:15](=[O:16])[N:9]3[O:8][CH2:1][C:2]2[CH:3]=[CH:4][CH:5]=[CH:6][CH:7]=2)=[O:20])=[O:63])[CH2:52]1)=[O:49])([CH3:46])([CH3:45])[CH3:44]. The yield is 0.410. (2) The reactants are [NH2:1][C:2]1[N:7]=[CH:6][N:5]=[C:4]2[N:8]([CH:32]3[CH2:36][CH2:35][NH:34][CH2:33]3)[N:9]=[C:10]([C:11]3[CH:16]=[CH:15][C:14]([NH:17][C:18]([C:20]4[N:21]([CH3:29])[C:22]5[C:27]([CH:28]=4)=[CH:26][CH:25]=[CH:24][CH:23]=5)=[O:19])=[C:13]([O:30][CH3:31])[CH:12]=3)[C:3]=12.[CH3:37][O:38][CH2:39][CH2:40]Br.C(=O)([O-])[O-].[K+].[K+].O. The catalyst is CN(C)C=O. The product is [NH2:1][C:2]1[N:7]=[CH:6][N:5]=[C:4]2[N:8]([CH:32]3[CH2:36][CH2:35][N:34]([CH2:40][CH2:39][O:38][CH3:37])[CH2:33]3)[N:9]=[C:10]([C:11]3[CH:16]=[CH:15][C:14]([NH:17][C:18]([C:20]4[N:21]([CH3:29])[C:22]5[C:27]([CH:28]=4)=[CH:26][CH:25]=[CH:24][CH:23]=5)=[O:19])=[C:13]([O:30][CH3:31])[CH:12]=3)[C:3]=12. The yield is 0.290. (3) The reactants are [Cl:1][C:2]1[N:11]=[C:10]2[C:5]([CH:6]=[CH:7][C:8]([N:12]3[CH:20]([CH2:21][C:22](=[O:28])[CH2:23][CH2:24][CH:25]([CH3:27])[CH3:26])[C:19]4[C:14](=[CH:15][CH:16]=[CH:17][CH:18]=4)[C:13]3=[O:29])=[N:9]2)=[CH:4][CH:3]=1.C[O:31]CCOC.O1CCCC1.[OH-].[K+]. The catalyst is O. The product is [Cl:1][C:2]1[N:11]=[C:10]2[C:5]([CH:6]=[CH:7][C:8]([NH:12][CH:20]([C:19]3[CH:18]=[CH:17][CH:16]=[CH:15][C:14]=3[C:13]([OH:31])=[O:29])[CH2:21][C:22](=[O:28])[CH2:23][CH2:24][CH:25]([CH3:26])[CH3:27])=[N:9]2)=[CH:4][CH:3]=1. The yield is 0.850. (4) The reactants are [CH3:1][C:2]1[CH:7]=[CH:6][CH:5]=[CH:4][C:3]=1[NH:8][C:9]1[CH:17]=[CH:16][CH:15]=[CH:14][C:10]=1[C:11](O)=O.P(Br)(Br)([Br:20])=O. No catalyst specified. The product is [Br:20][C:1]1[C:2]2[C:3]([N:8]=[C:9]3[C:17]=1[CH:16]=[CH:15][CH:14]=[C:10]3[CH3:11])=[CH:4][CH:5]=[CH:6][CH:7]=2. The yield is 0.850.